Dataset: Reaction yield outcomes from USPTO patents with 853,638 reactions. Task: Predict the reaction yield, written as a fraction of the theoretical maximum amount of product (1.0 means a 100% yield; for example, 0.34 means a 34% yield). (1) The reactants are [NH2:1][C@@H:2]([CH3:18])[CH2:3][N:4]1[CH:8]=[CH:7][C:6]([C:9]2[CH:16]=[CH:15][C:12]([C:13]#[N:14])=[C:11]([Cl:17])[CH:10]=2)=[N:5]1.[S:19]1[CH:23]=[C:22]([C:24]([O-])=[O:25])[N:21]=[C:20]1[C:27]([O:29][CH2:30][CH3:31])=[O:28]. No catalyst specified. The product is [Cl:17][C:11]1[CH:10]=[C:9]([C:6]2[CH:7]=[CH:8][N:4]([CH2:3][C@@H:2]([NH:1][C:24]([C:22]3[N:21]=[C:20]([C:27]([O:29][CH2:30][CH3:31])=[O:28])[S:19][CH:23]=3)=[O:25])[CH3:18])[N:5]=2)[CH:16]=[CH:15][C:12]=1[C:13]#[N:14]. The yield is 0.519. (2) The reactants are [OH:1][C@H:2]1[CH2:6][CH2:5][NH:4][C@@H:3]1[C:7]([OH:9])=[O:8].[OH-].[Na+].[C:12](O[C:12]([O:14][C:15]([CH3:18])([CH3:17])[CH3:16])=[O:13])([O:14][C:15]([CH3:18])([CH3:17])[CH3:16])=[O:13]. The catalyst is C1COCC1.O. The product is [C:15]([O:14][C:12]([N:4]1[CH2:5][CH2:6][C@H:2]([OH:1])[C@H:3]1[C:7]([OH:9])=[O:8])=[O:13])([CH3:18])([CH3:17])[CH3:16]. The yield is 0.700. (3) The reactants are [F:1][C:2]1[CH:10]=[CH:9][C:5]([C:6]([OH:8])=[O:7])=[CH:4][C:3]=1[N+:11]([O-:13])=[O:12].[C:14](Cl)(=O)C(Cl)=O. The catalyst is CO.C(Cl)Cl. The product is [F:1][C:2]1[CH:10]=[CH:9][C:5]([C:6]([O:8][CH3:14])=[O:7])=[CH:4][C:3]=1[N+:11]([O-:13])=[O:12]. The yield is 0.630.